From a dataset of Reaction yield outcomes from USPTO patents with 853,638 reactions. Predict the reaction yield, written as a fraction of the theoretical maximum amount of product (1.0 means a 100% yield; for example, 0.34 means a 34% yield). (1) The reactants are [Cl:1][C:2]1[CH:3]=[CH:4][C:5]([N:16]2[CH:20]=[C:19]([Si:21]([CH3:24])([CH3:23])[CH3:22])[N:18]=[N:17]2)=[C:6]([C:8]2[CH:13]=[C:12]([O:14][CH3:15])[N:11]=[CH:10][N:9]=2)[CH:7]=1.Cl[C:26]1C=CC(N)=C(C2C(C)=C(OC)N=CN=2)C=1. No catalyst specified. The product is [Cl:1][C:2]1[CH:3]=[CH:4][C:5]([N:16]2[CH:20]=[C:19]([Si:21]([CH3:23])([CH3:22])[CH3:24])[N:18]=[N:17]2)=[C:6]([C:8]2[C:13]([CH3:26])=[C:12]([O:14][CH3:15])[N:11]=[CH:10][N:9]=2)[CH:7]=1. The yield is 0.200. (2) The reactants are [CH2:1]1[O:9][CH:2]1[C:3]1[CH:8]=[CH:7][CH:6]=[CH:5][CH:4]=1.O. The catalyst is C1COCC1.[Cu]I. The product is [CH:3]1([CH2:2][CH2:1][CH:2]([C:3]2[CH:8]=[CH:7][CH:6]=[CH:5][CH:4]=2)[OH:9])[CH2:8][CH2:7][CH2:6][CH2:5][CH2:4]1. The yield is 0.170. (3) The reactants are [I:1][C:2]1[NH:3][C:4]([I:8])=[C:5]([I:7])[N:6]=1.[H-].[Na+].I[CH2:12][CH2:13][N:14]1[CH2:18][CH2:17][CH2:16][CH2:15]1.I. The catalyst is CN(C=O)C.CCOC(C)=O. The product is [I:1][C:2]1[N:3]([CH2:12][CH2:13][N:14]2[CH2:18][CH2:17][CH2:16][CH2:15]2)[C:4]([I:8])=[C:5]([I:7])[N:6]=1. The yield is 0.350. (4) The reactants are [NH2:1][C@@H:2]1[CH2:7][CH2:6][CH2:5][N:4]([C:8]2[N:9]([CH2:16][C:17]3[CH:24]=[CH:23][CH:22]=[CH:21][C:18]=3[C:19]#[N:20])[C:10](=[O:15])[C:11](Br)=[CH:12][N:13]=2)[CH2:3]1.C([SnH](CCCC)CCCC)CCC.CC(N=NC(C#N)(C)C)(C#N)C. The catalyst is C1(C)C=CC=CC=1.C1C=CC([P]([Pd]([P](C2C=CC=CC=2)(C2C=CC=CC=2)C2C=CC=CC=2)([P](C2C=CC=CC=2)(C2C=CC=CC=2)C2C=CC=CC=2)[P](C2C=CC=CC=2)(C2C=CC=CC=2)C2C=CC=CC=2)(C2C=CC=CC=2)C2C=CC=CC=2)=CC=1. The product is [NH2:1][C@@H:2]1[CH2:7][CH2:6][CH2:5][N:4]([C:8]2[N:9]([CH2:16][C:17]3[CH:24]=[CH:23][CH:22]=[CH:21][C:18]=3[C:19]#[N:20])[C:10](=[O:15])[CH:11]=[CH:12][N:13]=2)[CH2:3]1. The yield is 0.590. (5) The catalyst is C1COCC1. The yield is 0.860. The reactants are C(N(CC)CC)C.[NH2:8][C@@H:9]1[CH2:13][CH2:12][N:11]([C:14]2[C:23]3[C:18](=[CH:19][C:20]([CH3:24])=[CH:21][CH:22]=3)[N:17]=[C:16]([C:25]3[CH:30]=[CH:29][CH:28]=[CH:27][C:26]=3[OH:31])[N:15]=2)[CH2:10]1.Cl[C:33]([O:35][CH2:36][CH3:37])=[O:34]. The product is [OH:31][C:26]1[CH:27]=[CH:28][CH:29]=[CH:30][C:25]=1[C:16]1[N:15]=[C:14]([N:11]2[CH2:12][CH2:13][C@@H:9]([NH:8][C:33](=[O:34])[O:35][CH2:36][CH3:37])[CH2:10]2)[C:23]2[C:18](=[CH:19][C:20]([CH3:24])=[CH:21][CH:22]=2)[N:17]=1.